From a dataset of Catalyst prediction with 721,799 reactions and 888 catalyst types from USPTO. Predict which catalyst facilitates the given reaction. (1) Reactant: [CH3:1][O:2][C:3]1[N:8]=[C:7]2NC(S(CC3C(C)=C(OC)C=CN=3)=O)=N[C:6]2=[CH:5][C:4]=1[CH3:24].[OH-].[Na+]. Product: [CH3:1][O:2][C:3]1[C:4]([CH3:24])=[CH:5][CH:6]=[CH:7][N:8]=1. The catalyst class is: 8. (2) Reactant: [Br:1]C1CC(=O)NC1=O.[O:9]=[C:10]1[C:22]2[C:21]3[CH:20]=[CH:19][C:18]([C:23]([O:25][CH3:26])=[O:24])=[CH:17][C:16]=3[NH:15][C:14]=2[CH:13]=[CH:12][NH:11]1. Product: [CH3:26][O:25][C:23]([C:18]1[CH:19]=[CH:20][C:21]2[C:22]3[C:10](=[O:9])[NH:11][CH:12]=[C:13]([Br:1])[C:14]=3[NH:15][C:16]=2[CH:17]=1)=[O:24]. The catalyst class is: 3. (3) Reactant: [H-].[Na+].[Cl:3][C:4]1[CH:5]=[C:6]([CH2:19][C:20]([O:22][CH3:23])=[O:21])[CH:7]=[CH:8][C:9]=1[B:10]1[O:14][C:13]([CH3:16])([CH3:15])[C:12]([CH3:18])([CH3:17])[O:11]1.[Br:24][CH2:25][CH2:26][CH2:27]Br. Product: [Br:24][CH2:25][CH2:26][CH2:27][CH:19]([C:6]1[CH:7]=[CH:8][C:9]([B:10]2[O:14][C:13]([CH3:15])([CH3:16])[C:12]([CH3:17])([CH3:18])[O:11]2)=[C:4]([Cl:3])[CH:5]=1)[C:20]([O:22][CH3:23])=[O:21]. The catalyst class is: 3. (4) Reactant: C[O:2][C:3](=O)[C:4]1[CH:9]=[CH:8][CH:7]=[C:6]([NH:10][C:11]2[N:16]=[C:15]([O:17][C:18]3[CH:23]=[CH:22][C:21]([C:24]([CH3:27])([CH3:26])[CH3:25])=[CH:20][CH:19]=3)[N:14]=[C:13]([O:28][C:29]3[CH:34]=[CH:33][CH:32]=[CH:31][CH:30]=3)[N:12]=2)[CH:5]=1.CC(C[AlH]CC(C)C)C.C(Cl)Cl.CCCCCC.CCCCCC. Product: [C:24]([C:21]1[CH:22]=[CH:23][C:18]([O:17][C:15]2[N:14]=[C:13]([O:28][C:29]3[CH:34]=[CH:33][CH:32]=[CH:31][CH:30]=3)[N:12]=[C:11]([NH:10][C:6]3[CH:5]=[C:4]([CH2:3][OH:2])[CH:9]=[CH:8][CH:7]=3)[N:16]=2)=[CH:19][CH:20]=1)([CH3:27])([CH3:25])[CH3:26]. The catalyst class is: 25. (5) Reactant: C([O:3][P:4]([CH2:9][O:10][CH2:11][CH2:12][NH:13][OH:14])(=[O:8])[O:5]CC)C.N1C(C)=CC(C)=CC=1C. Product: [OH:14][NH:13][CH2:12][CH2:11][O:10][CH2:9][P:4](=[O:3])([OH:8])[OH:5]. The catalyst class is: 2. (6) Reactant: [CH3:1][O:2][C:3]1[CH:4]=[C:5]2[C:10](=[CH:11][C:12]=1[O:13][CH3:14])[N:9]=[CH:8][CH:7]=[C:6]2[O:15][C:16]1[C:22]([CH3:23])=[CH:21][C:19]([NH2:20])=[C:18]([CH3:24])[CH:17]=1.Cl[C:26](Cl)([O:28][C:29](=[O:35])OC(Cl)(Cl)Cl)Cl.[C:37]1(CO)[CH:42]=[CH:41][CH:40]=[CH:39][CH:38]=1.C(=O)(O)[O-].[Na+]. Product: [CH3:1][O:2][C:3]1[CH:4]=[C:5]2[C:10](=[CH:11][C:12]=1[O:13][CH3:14])[N:9]=[CH:8][CH:7]=[C:6]2[O:15][C:16]1[C:22]([CH3:23])=[CH:21][C:19]([NH:20][C:29](=[O:35])[O:28][CH2:26][C:37]2[CH:42]=[CH:41][CH:40]=[CH:39][CH:38]=2)=[C:18]([CH3:24])[CH:17]=1. The catalyst class is: 208. (7) Reactant: [H-].[Na+].[CH2:3]([OH:6])[CH2:4][OH:5].Cl[C:8]1[N:13]=[C:12]([C:14]2[CH:19]=[CH:18][N:17]=[CH:16][CH:15]=2)[N:11]=[C:10]([NH:20][S:21](=[O:33])(=[O:32])[NH:22][C:23]2[CH:28]=[CH:27][C:26]([CH:29]([CH3:31])[CH3:30])=[CH:25][CH:24]=2)[C:9]=1[O:34][C:35]1[CH:40]=[CH:39][CH:38]=[CH:37][C:36]=1[O:41][CH3:42]. Product: [OH:5][CH2:4][CH2:3][O:6][C:8]1[N:13]=[C:12]([C:14]2[CH:15]=[CH:16][N:17]=[CH:18][CH:19]=2)[N:11]=[C:10]([NH:20][S:21](=[O:32])(=[O:33])[NH:22][C:23]2[CH:28]=[CH:27][C:26]([CH:29]([CH3:31])[CH3:30])=[CH:25][CH:24]=2)[C:9]=1[O:34][C:35]1[CH:40]=[CH:39][CH:38]=[CH:37][C:36]=1[O:41][CH3:42]. The catalyst class is: 216. (8) Reactant: [CH2:1]1[O:13][C:12]2[CH:11]=[C:10]3[C:5]([C:6]([C:15]4[CH:20]=[CH:19][C:18]5[O:21][CH2:22][O:23][C:17]=5[CH:16]=4)=[N:7][C:8](=[O:14])[NH:9]3)=[CH:4][C:3]=2[O:2]1.[H-].[Na+].Br[CH2:27][CH:28]1[CH2:30][CH2:29]1. Product: [CH2:1]1[O:13][C:12]2[CH:11]=[C:10]3[C:5]([C:6]([C:15]4[CH:20]=[CH:19][C:18]5[O:21][CH2:22][O:23][C:17]=5[CH:16]=4)=[N:7][C:8]([O:14][CH2:27][CH:28]4[CH2:30][CH2:29]4)=[N:9]3)=[CH:4][C:3]=2[O:2]1. The catalyst class is: 3. (9) Reactant: Cl[C:2]1[C:11]2[C:6](=[CH:7][N:8]=[CH:9][CH:10]=2)[C:5]2[CH:12]=[CH:13][CH:14]=[C:15]([C:16]3[NH:20][CH:19]=[N:18][N:17]=3)[C:4]=2[N:3]=1.C(=O)([O-])[O-].[Cs+].[Cs+].[C:27]1(B(O)O)[CH:32]=[CH:31][CH:30]=[CH:29][CH:28]=1.O. Product: [C:27]1([C:2]2[C:11]3[C:6](=[CH:7][N:8]=[CH:9][CH:10]=3)[C:5]3[CH:12]=[CH:13][CH:14]=[C:15]([C:16]4[NH:20][CH:19]=[N:18][N:17]=4)[C:4]=3[N:3]=2)[CH:32]=[CH:31][CH:30]=[CH:29][CH:28]=1. The catalyst class is: 75. (10) Reactant: C([NH:5][S:6]([C:9]1[CH:14]=[CH:13][CH:12]=[C:11]([C:15]2[N:20]=[C:19]([C:21]3[CH:26]=[C:25]([C:27]4[CH:32]=[CH:31][C:30]([C:33]([F:36])([F:35])[F:34])=[CH:29][CH:28]=4)[CH:24]=[C:23]([CH3:37])[N:22]=3)[CH:18]=[CH:17][N:16]=2)[CH:10]=1)(=[O:8])=[O:7])(C)(C)C.C(O)(C(F)(F)F)=O. Product: [CH3:37][C:23]1[N:22]=[C:21]([C:19]2[CH:18]=[CH:17][N:16]=[C:15]([C:11]3[CH:10]=[C:9]([S:6]([NH2:5])(=[O:7])=[O:8])[CH:14]=[CH:13][CH:12]=3)[N:20]=2)[CH:26]=[C:25]([C:27]2[CH:32]=[CH:31][C:30]([C:33]([F:35])([F:34])[F:36])=[CH:29][CH:28]=2)[CH:24]=1. The catalyst class is: 4.